Dataset: Full USPTO retrosynthesis dataset with 1.9M reactions from patents (1976-2016). Task: Predict the reactants needed to synthesize the given product. The reactants are: C1(C#C)C=CC=CC=1.[C:9]1([C@H:15]([OH:18])[C:16]#[CH:17])[CH:14]=[CH:13][CH:12]=[CH:11][CH:10]=1.[N:19]([C:22]1[S:23][C:24]([C:28]([NH:30][CH2:31][C:32]2[CH:37]=[CH:36][CH:35]=[CH:34][CH:33]=2)=[O:29])=[C:25]([CH3:27])[N:26]=1)=[N+:20]=[N-:21]. Given the product [CH2:31]([NH:30][C:28]([C:24]1[S:23][C:22]([N:19]2[CH:17]=[C:16]([C@H:15]([OH:18])[C:9]3[CH:14]=[CH:13][CH:12]=[CH:11][CH:10]=3)[N:21]=[N:20]2)=[N:26][C:25]=1[CH3:27])=[O:29])[C:32]1[CH:33]=[CH:34][CH:35]=[CH:36][CH:37]=1, predict the reactants needed to synthesize it.